This data is from NCI-60 drug combinations with 297,098 pairs across 59 cell lines. The task is: Regression. Given two drug SMILES strings and cell line genomic features, predict the synergy score measuring deviation from expected non-interaction effect. Drug 1: CC1=CC2C(CCC3(C2CCC3(C(=O)C)OC(=O)C)C)C4(C1=CC(=O)CC4)C. Drug 2: C(CCl)NC(=O)N(CCCl)N=O. Cell line: HL-60(TB). Synergy scores: CSS=14.0, Synergy_ZIP=3.14, Synergy_Bliss=13.8, Synergy_Loewe=8.21, Synergy_HSA=8.84.